This data is from Forward reaction prediction with 1.9M reactions from USPTO patents (1976-2016). The task is: Predict the product of the given reaction. (1) Given the reactants F[C:2]1[CH:7]=[C:6](F)[N:5]=[CH:4][N:3]=1.[C:9](=O)([O-])[O-].[K+].[K+].[CH2:15]([OH:19])[C:16]#[C:17][CH3:18].[F:20][C:21]([F:28])([F:27])[CH:22]1[CH2:26][CH2:25][NH:24][CH2:23]1, predict the reaction product. The product is: [CH2:15]([O:19][C:2]1[CH:7]=[C:6]([N:24]2[CH2:25][CH2:9][CH2:26][CH:22]([C:21]([F:20])([F:27])[F:28])[CH2:23]2)[N:5]=[CH:4][N:3]=1)[C:16]#[C:17][CH3:18]. (2) The product is: [ClH:34].[N:17]1([C:15]2[N:14]=[C:13]3[CH2:30][CH2:31][CH2:32][C:12]3=[C:11]([NH:10][C:7]3[CH:8]=[CH:9][C:4]([CH2:3][C:2]([NH2:1])=[O:33])=[CH:5][CH:6]=3)[CH:16]=2)[CH2:22][CH2:21][NH:20][CH2:19][CH2:18]1. Given the reactants [NH2:1][C:2](=[O:33])[CH2:3][C:4]1[CH:9]=[CH:8][C:7]([NH:10][C:11]2[CH:16]=[C:15]([N:17]3[CH2:22][CH2:21][N:20](C(OC(C)(C)C)=O)[CH2:19][CH2:18]3)[N:14]=[C:13]3[CH2:30][CH2:31][CH2:32][C:12]=23)=[CH:6][CH:5]=1.[ClH:34], predict the reaction product. (3) Given the reactants [CH2:1]([O:3][C:4](=[O:22])[CH2:5][NH:6][CH2:7][CH2:8][NH:9][S:10]([C:13]1[S:14][C:15]2[CH:21]=[CH:20][CH:19]=[CH:18][C:16]=2[N:17]=1)(=[O:12])=[O:11])[CH3:2].[CH:23]([O:36][C:37]([NH:39][C:40]1[NH:41][C:42](=[O:53])[C:43]2[N:44]=[CH:45][N:46]([CH2:49][C:50](O)=[O:51])[C:47]=2[N:48]=1)=[O:38])([C:30]1[CH:35]=[CH:34][CH:33]=[CH:32][CH:31]=1)[C:24]1[CH:29]=[CH:28][CH:27]=[CH:26][CH:25]=1, predict the reaction product. The product is: [CH2:1]([O:3][C:4](=[O:22])[CH2:5][N:6]([CH2:7][CH2:8][NH:9][S:10]([C:13]1[S:14][C:15]2[CH:21]=[CH:20][CH:19]=[CH:18][C:16]=2[N:17]=1)(=[O:12])=[O:11])[C:50](=[O:51])[CH2:49][N:46]1[CH:45]=[N:44][C:43]2[C:42](=[O:53])[NH:41][C:40]([NH:39][C:37]([O:36][CH:23]([C:30]3[CH:35]=[CH:34][CH:33]=[CH:32][CH:31]=3)[C:24]3[CH:29]=[CH:28][CH:27]=[CH:26][CH:25]=3)=[O:38])=[N:48][C:47]1=2)[CH3:2]. (4) Given the reactants [C:1]([NH:9][C:10]1[C:18]2[C:13](=[N:14][CH:15]=[CH:16][C:17]=2[N:19]2[CH2:24][CH2:23][N:22]([C:25](=[O:35])[CH2:26][NH:27]C(=O)OC(C)(C)C)[CH2:21][CH2:20]2)[NH:12][CH:11]=1)(=[O:8])[C:2]1[CH:7]=[CH:6][CH:5]=[N:4][CH:3]=1.C(O)(C(F)(F)F)=O, predict the reaction product. The product is: [NH2:27][CH2:26][C:25]([N:22]1[CH2:21][CH2:20][N:19]([C:17]2[CH:16]=[CH:15][N:14]=[C:13]3[NH:12][CH:11]=[C:10]([NH:9][C:1](=[O:8])[C:2]4[CH:7]=[CH:6][CH:5]=[N:4][CH:3]=4)[C:18]=23)[CH2:24][CH2:23]1)=[O:35]. (5) Given the reactants C([O:8][C:9]1[CH:14]=[CH:13][CH:12]=[CH:11][C:10]=1[NH:15][C:16](=[O:50])[NH:17][C:18]1[CH:23]=[CH:22][C:21]([CH2:24][C:25]([NH:27][N:28]2[CH2:32][CH2:31][CH2:30][CH:29]2[CH2:33][O:34][C:35]2[CH:44]=[CH:43][C:38]([C:39]([O:41][CH3:42])=[O:40])=[CH:37][C:36]=2[N+:45]([O-])=O)=[O:26])=[CH:20][C:19]=1[O:48][CH3:49])C1C=CC=CC=1, predict the reaction product. The product is: [NH2:45][C:36]1[CH:37]=[C:38]([CH:43]=[CH:44][C:35]=1[O:34][CH2:33][CH:29]1[CH2:30][CH2:31][CH2:32][N:28]1[NH:27][C:25](=[O:26])[CH2:24][C:21]1[CH:22]=[CH:23][C:18]([NH:17][C:16]([NH:15][C:10]2[CH:11]=[CH:12][CH:13]=[CH:14][C:9]=2[OH:8])=[O:50])=[C:19]([O:48][CH3:49])[CH:20]=1)[C:39]([O:41][CH3:42])=[O:40]. (6) The product is: [NH:1]1[CH2:6][CH2:5][CH:4]([C:7]([NH:9][C:10]2[S:11][C:12]3[CH:18]=[C:17]([O:19][S:20]([C:23]4[CH:28]=[CH:27][C:26]([NH:30][CH2:31][C:32]([OH:52])([CH3:36])[CH3:33])=[CH:25][CH:24]=4)(=[O:22])=[O:21])[CH:16]=[CH:15][C:13]=3[N:14]=2)=[O:8])[CH2:3][CH2:2]1. Given the reactants [NH:1]1[CH2:6][CH2:5][CH:4]([C:7]([NH:9][C:10]2[S:11][C:12]3[CH:18]=[C:17]([O:19][S:20]([C:23]4[CH:28]=[CH:27][C:26](F)=[CH:25][CH:24]=4)(=[O:22])=[O:21])[CH:16]=[CH:15][C:13]=3[N:14]=2)=[O:8])[CH2:3][CH2:2]1.[N:30]1C=C[CH:33]=[C:32]([C:36]2N=CN(CCCCN)C=2)[CH:31]=1.CN1C(=[O:52])CCC1, predict the reaction product.